Dataset: Oral bioavailability binary classification data from Ma et al.. Task: Regression/Classification. Given a drug SMILES string, predict its absorption, distribution, metabolism, or excretion properties. Task type varies by dataset: regression for continuous measurements (e.g., permeability, clearance, half-life) or binary classification for categorical outcomes (e.g., BBB penetration, CYP inhibition). Dataset: bioavailability_ma. (1) The molecule is CC1=C(CC(=O)O)c2cc(F)ccc2/C1=C\c1ccc(S(C)=O)cc1. The result is 1 (high bioavailability). (2) The drug is CO[C@@H]1[C@@H](O[C@@H]2O[C@H](C)[C@@H](O[C@H]3C[C@@](C)(O)[C@@H](O)[C@H](C)O3)[C@H](N(C)C)[C@H]2O)[C@@H](CC=O)C[C@@H](C)[C@@H](O[C@H]2CC[C@H](N(C)C)[C@H](C)O2)/C=C/C=C/C[C@@H](C)OC(=O)C[C@H]1O. The result is 1 (high bioavailability).